Dataset: Catalyst prediction with 721,799 reactions and 888 catalyst types from USPTO. Task: Predict which catalyst facilitates the given reaction. (1) Reactant: CC(C[AlH]CC(C)C)C.[Si:10]([O:17][C@H:18]([CH2:36][CH2:37][C@H:38]([CH3:99])[CH2:39][C@H:40]([CH3:98])[C@@H:41]([O:90][Si:91]([C:94]([CH3:97])([CH3:96])[CH3:95])([CH3:93])[CH3:92])[C@@H:42]([CH3:89])/[CH:43]=[CH:44]\[C@@H:45]([O:81][Si:82]([C:85]([CH3:88])([CH3:87])[CH3:86])([CH3:84])[CH3:83])[CH2:46][C@H:47]([O:73][Si:74]([C:77]([CH3:80])([CH3:79])[CH3:78])([CH3:76])[CH3:75])[C@H:48]([CH3:72])/[CH:49]=[CH:50]/[CH2:51][O:52][C:53]([C:66]1[CH:71]=[CH:70][CH:69]=[CH:68][CH:67]=1)([C:60]1[CH:65]=[CH:64][CH:63]=[CH:62][CH:61]=1)[C:54]1[CH:59]=[CH:58][CH:57]=[CH:56][CH:55]=1)[C@@H:19]([C@@H:21]1[C@@H:26]([CH3:27])[CH2:25][O:24][CH:23]([C:28]2[CH:33]=[CH:32][C:31]([O:34][CH3:35])=[CH:30][CH:29]=2)[O:22]1)[CH3:20])([C:13]([CH3:16])([CH3:15])[CH3:14])([CH3:12])[CH3:11]. Product: [CH3:35][O:34][C:31]1[CH:30]=[CH:29][C:28]([CH2:23][O:22][C@H:21]([C@@H:19]([CH3:20])[C@H:18]([O:17][Si:10]([C:13]([CH3:14])([CH3:15])[CH3:16])([CH3:11])[CH3:12])[CH2:36][CH2:37][C@H:38]([CH3:99])[CH2:39][C@H:40]([CH3:98])[C@@H:41]([O:90][Si:91]([C:94]([CH3:97])([CH3:96])[CH3:95])([CH3:93])[CH3:92])[C@@H:42]([CH3:89])/[CH:43]=[CH:44]\[C@@H:45]([O:81][Si:82]([C:85]([CH3:86])([CH3:87])[CH3:88])([CH3:84])[CH3:83])[CH2:46][C@H:47]([O:73][Si:74]([C:77]([CH3:80])([CH3:79])[CH3:78])([CH3:76])[CH3:75])[C@H:48]([CH3:72])/[CH:49]=[CH:50]/[CH2:51][O:52][C:53]([C:54]2[CH:59]=[CH:58][CH:57]=[CH:56][CH:55]=2)([C:60]2[CH:61]=[CH:62][CH:63]=[CH:64][CH:65]=2)[C:66]2[CH:71]=[CH:70][CH:69]=[CH:68][CH:67]=2)[C@@H:26]([CH3:27])[CH2:25][OH:24])=[CH:33][CH:32]=1. The catalyst class is: 2. (2) Reactant: [N:1]1[C:14]2[C:5](=[C:6]3[C:11](=[CH:12][CH:13]=2)[CH2:10][CH2:9][CH:8]([CH2:15][OH:16])[O:7]3)[CH:4]=[CH:3][CH:2]=1.[C:17]1([CH3:27])[CH:22]=[CH:21][C:20]([S:23](Cl)(=[O:25])=[O:24])=[CH:19][CH:18]=1.C(N(CC)C(C)C)(C)C. Product: [N:1]1[C:14]2[C:5](=[C:6]3[C:11](=[CH:12][CH:13]=2)[CH2:10][CH2:9][CH:8]([CH2:15][O:16][S:23]([C:20]2[CH:21]=[CH:22][C:17]([CH3:27])=[CH:18][CH:19]=2)(=[O:25])=[O:24])[O:7]3)[CH:4]=[CH:3][CH:2]=1. The catalyst class is: 2. (3) Reactant: [OH:1][CH2:2][CH:3]1[O:7][N:6]=[C:5]([C:8]2[N:13]=[CH:12][C:11]([C:14]3[CH:19]=[CH:18][C:17]([N:20]4[CH2:24][C@H:23]([CH2:25][N:26]5[CH:30]=[CH:29][N:28]=[N:27]5)[O:22][C:21]4=[O:31])=[CH:16][C:15]=3[F:32])=[CH:10][CH:9]=2)[CH2:4]1.N1C=CC=CC=1.[C:39]1(=[O:45])[O:44][C:42](=[O:43])[CH2:41][CH2:40]1. Product: [F:32][C:15]1[CH:16]=[C:17]([N:20]2[CH2:24][C@H:23]([CH2:25][N:26]3[CH:30]=[CH:29][N:28]=[N:27]3)[O:22][C:21]2=[O:31])[CH:18]=[CH:19][C:14]=1[C:11]1[CH:10]=[CH:9][C:8]([C:5]2[CH2:4][CH:3]([CH2:2][O:1][C:39](=[O:45])[CH2:40][CH2:41][C:42]([OH:44])=[O:43])[O:7][N:6]=2)=[N:13][CH:12]=1. The catalyst class is: 546. (4) Reactant: O=C1C2C(=CC=CC=2)C(=O)[N:3]1[C:12]1[CH:50]=[CH:49][CH:48]=[CH:47][C:13]=1[CH2:14][O:15][C:16]1[N:17]=[C:18]([NH:27][C:28]2[CH:33]=[CH:32][C:31]([N:34]3[CH2:39][CH2:38][CH:37]([N:40]4[CH2:45][CH2:44][N:43]([CH3:46])[CH2:42][CH2:41]4)[CH2:36][CH2:35]3)=[CH:30][CH:29]=2)[C:19]([C:24]([NH2:26])=[O:25])=[N:20][C:21]=1[CH2:22][CH3:23].O1CCCC1.O.NN. Product: [NH2:3][C:12]1[CH:50]=[CH:49][CH:48]=[CH:47][C:13]=1[CH2:14][O:15][C:16]1[N:17]=[C:18]([NH:27][C:28]2[CH:29]=[CH:30][C:31]([N:34]3[CH2:35][CH2:36][CH:37]([N:40]4[CH2:45][CH2:44][N:43]([CH3:46])[CH2:42][CH2:41]4)[CH2:38][CH2:39]3)=[CH:32][CH:33]=2)[C:19]([C:24]([NH2:26])=[O:25])=[N:20][C:21]=1[CH2:22][CH3:23]. The catalyst class is: 8.